This data is from Experimentally validated miRNA-target interactions with 360,000+ pairs, plus equal number of negative samples. The task is: Binary Classification. Given a miRNA mature sequence and a target amino acid sequence, predict their likelihood of interaction. (1) The miRNA is hsa-miR-185-3p with sequence AGGGGCUGGCUUUCCUCUGGUC. The protein sequence of the target gene is MQQESERCRVRARRPDMALYVPKARRGAVLLKTGDEEESCGSPNSVVKEKQKESSLSQKEVFKDKPEARRLNINPDRKEHNCREEKKSSTKLRMDTCLQKTNRVCSKRGTTESKEVLSQGQQQGAPNAGVITNAPLQRHFKPKKVECLEVETTDVTGHERILLSQACLEISEAQVPSKPFQNVEFCDFSRHEPDGEAFEDKDLEGRIETDTKVLEILYEFPRVFSSVMKPENMIVPIKLSSDSEIVQQSMQTSDGILNPSSGGITTTSVPGSPDGVFDQTCVDFEVESVGGIANSTGFIL.... Result: 0 (no interaction). (2) The miRNA is hsa-miR-2682-5p with sequence CAGGCAGUGACUGUUCAGACGUC. The protein sequence of the target gene is MACEIMPLRSSQEDERPLSPFYLSAHVSQVSNVSTTGELLERTIRSAVEEHLFDVSNAGDQSSEDSEPGPSSASSIPTRQRGHQFKKQDDVWHGCDKELINKENIPSGFSGCAECILNSQEAERFQDDICDYVGERSKPKRQKSSSRLAKLSDNHDGALSMESLSSMQSQETLEPEAAEPLSSESKEIERGGRDTQHCENPTMKIQEHPSLSDTKQQRNQDGEDQQESFVPDMPQLDLTALCDEKTWEEPIPSWQPENADSDEARLSPQAGRLIHQFLDEDSDPMLSPRFYAYGQSRQYL.... Result: 0 (no interaction). (3) The miRNA is hsa-miR-4787-5p with sequence GCGGGGGUGGCGGCGGCAUCCC. The protein sequence of the target gene is MLIEDVDALKSWLAKLLEPICDADPSALANYVVALVKKDKPEKELKAFCADQLDVFLQKETSGFVDKLFESLYTKNYLPPLEPVKPEPKPLVQEKEEIKEEVFQEPAEEERDTRKKKYPSPQKSRSESSERRTREKKREDGKWRDYERYYERNELYREKYDWRRGRSKSRSKSRGLSRSRSRSRGRSKDRDPNRNVEHRERSKFKSERNDLESSYVPVSAPPPSSSEQYSSGAQSIPSTVTVIAPAHHSENTTESWSNYYNNHSSSNSFGRNPPPKRRCRDYDERGFCVLGDLCQFDHGN.... Result: 0 (no interaction). (4) The miRNA is hsa-miR-378g with sequence ACUGGGCUUGGAGUCAGAAG. The protein sequence of the target gene is MWRSRWDASVLKAEALALLPCGLGMAFSQSHVMAARRHQHSRLIIEVDEYSSNPTQAFTFYNINQGRFQPPHVQMVDPVPHDAPKPPGYTRFVCVSDTHSRTDPIQMPYGDVLIHAGDFTELGLPSEVKKFNEWLGSLPYEYKIVIAGNHELTFDQEFMADLIKQDFYYFPSVSKLKPENYENVQSLLTNCIYLQDSEVTVRGFRIYGSPWQPWFYGWGFNLPRGQALLEKWNLIPEGVDILITHGPPLGFLDWVPKKMQRVGCVELLNTVQRRVQPRLHVFGHIHEGYGVMADGTTTYV.... Result: 1 (interaction). (5) The miRNA is mmu-miR-3057-3p with sequence UCCCACAGGCCCAGCUCAUAGC. The protein sequence of the target gene is MSRFLLPVSVVGTVIGGTVLLKDYVAGGACPSKATIPGKTVIVTGANTGIGKQTALELAKRGGNVILACRDMEKCEVAAKDIRGETLNPRVRAERLDLASLKSIREFARKVIKEEERVDILVNNAAVMRCPHWTTEDGFEMQFGVNYLGHFLLTNLLLDKLKASAPSRIINLSSLAHVAGHIDFEDLNWQMKKYDTKAAYCQSKLAVVLFTKELSHRLQGSGVTVNALHPGVARTELGRHTGMHNSAFSGFMLGPFFWLLFKSPQLAAQPSTYLAVAEELENVSGKYFDGLREKAPSPEA.... Result: 1 (interaction). (6) The miRNA is mmu-miR-425-5p with sequence AAUGACACGAUCACUCCCGUUGA. The protein sequence of the target gene is MEEKYGGDARPGPGGGLGPVDVPSARLTRYILLLCLTKCLKAVGLFESYDLLKAVHIVQFIFILKLGTAFFMVLFQKPFSSGKPITKHQWIKIFKHAVAGCIISLLWFFGLTLCGPLRTLLLFEHSDIVVISLLSVLFTSSGGGPAKTRGAAFFIIAVICLLLFDNDDLMAKMAEHPEGHHDSALTHMLYTAIAFLGVADHKGGVLLLVLALCCKVGFHTASRKLSIDVGGAKRLQALSQLVSVFLLCPWVIVLSVTTESKVESWFSLIMPFTTVIFFVMILDFYMDSVCSVKMDVSKCA.... Result: 0 (no interaction).